Dataset: Full USPTO retrosynthesis dataset with 1.9M reactions from patents (1976-2016). Task: Predict the reactants needed to synthesize the given product. (1) Given the product [C:40]([C:2]1[CH:3]=[C:4]([CH:37]=[CH:38][CH:39]=1)[CH2:5][N:6]1[C:10]2[CH:11]=[CH:12][C:13]([O:15][CH2:16][C:17]3[CH:26]=[CH:25][C:24]4[C:19](=[CH:20][CH:21]=[CH:22][CH:23]=4)[N:18]=3)=[CH:14][C:9]=2[N:8]=[C:7]1[CH2:27][C:28]1([C:33]([O:35][CH3:36])=[O:34])[CH2:29][CH2:30][CH2:31][CH2:32]1)#[N:41], predict the reactants needed to synthesize it. The reactants are: Br[C:2]1[CH:3]=[C:4]([CH:37]=[CH:38][CH:39]=1)[CH2:5][N:6]1[C:10]2[CH:11]=[CH:12][C:13]([O:15][CH2:16][C:17]3[CH:26]=[CH:25][C:24]4[C:19](=[CH:20][CH:21]=[CH:22][CH:23]=4)[N:18]=3)=[CH:14][C:9]=2[N:8]=[C:7]1[CH2:27][C:28]1([C:33]([O:35][CH3:36])=[O:34])[CH2:32][CH2:31][CH2:30][CH2:29]1.[C:40]([Cu])#[N:41].N1C=CC=CC=1. (2) The reactants are: Cl[CH2:2][C@H:3]([OH:13])[CH2:4][C:5]1[CH:10]=[C:9]([Cl:11])[CH:8]=[C:7]([Cl:12])[CH:6]=1.[N-:14]=[N+]=[N-].[Na+].[I-].[Na+].C1(P(C2C=CC=CC=2)C2C=CC=CC=2)C=CC=CC=1. Given the product [NH2:14][CH2:2][C@H:3]([OH:13])[CH2:4][C:5]1[CH:10]=[C:9]([Cl:11])[CH:8]=[C:7]([Cl:12])[CH:6]=1, predict the reactants needed to synthesize it.